Task: Predict the reaction yield, written as a fraction of the theoretical maximum amount of product (1.0 means a 100% yield; for example, 0.34 means a 34% yield).. Dataset: Reaction yield outcomes from USPTO patents with 853,638 reactions (1) The catalyst is CN(C=O)C.CCOC(C)=O. The yield is 0.760. The product is [CH:38]1([CH2:37][C@H:21]([NH:20][C:17]([C:13]2[O:12][CH:16]=[CH:15][CH:14]=2)=[O:19])[C:22](=[O:23])[NH:24][C@H:25]2[CH2:31][CH2:30][C@@H:29]([CH3:32])[N:28]([CH2:33][CH2:34][CH3:35])[CH2:27][C@@H:26]2[OH:36])[CH2:43][CH2:42][CH2:41][CH2:40][CH2:39]1. The reactants are CN(C)CCCN=C=NCC.[O:12]1[CH:16]=[CH:15][CH:14]=[C:13]1[C:17]([OH:19])=O.[NH2:20][C@@H:21]([CH2:37][CH:38]1[CH2:43][CH2:42][CH2:41][CH2:40][CH2:39]1)[C:22]([NH:24][C@H:25]1[CH2:31][CH2:30][C@@H:29]([CH3:32])[N:28]([CH2:33][CH2:34][CH3:35])[CH2:27][C@@H:26]1[OH:36])=[O:23].CN1CCOCC1.OC1C2N=NNC=2C=CC=1. (2) The reactants are [O:1]1[CH2:6][CH2:5][C:4](=[O:7])[CH2:3][CH2:2]1.[Br-].[Mg+2].[CH2:10]=[CH2:11].[Br-]. The catalyst is O1CCCC1.CO. The product is [C:10]([C:4]1([OH:7])[CH2:5][CH2:6][O:1][CH2:2][CH2:3]1)#[CH:11]. The yield is 0.952. (3) The reactants are [NH:1]1[CH2:6][CH2:5][CH:4]([NH:7][C:8]2[CH:9]=[C:10]3[C:15](=[CH:16][C:17]=2[O:18][CH3:19])[N:14]=[CH:13][N:12]=[C:11]3[NH:20][C:21]2[CH:26]=[CH:25][C:24]([F:27])=[C:23]([Cl:28])[CH:22]=2)[CH2:3][CH2:2]1.C(N(CC)CC)C.[C:36](Cl)(=[O:39])[CH:37]=[CH2:38].C([O-])(O)=O.[Na+]. The catalyst is O1CCCC1. The product is [C:36]([N:1]1[CH2:6][CH2:5][CH:4]([NH:7][C:8]2[CH:9]=[C:10]3[C:15](=[CH:16][C:17]=2[O:18][CH3:19])[N:14]=[CH:13][N:12]=[C:11]3[NH:20][C:21]2[CH:26]=[CH:25][C:24]([F:27])=[C:23]([Cl:28])[CH:22]=2)[CH2:3][CH2:2]1)(=[O:39])[CH:37]=[CH2:38]. The yield is 0.660. (4) The reactants are [NH2:1][C:2]1[CH:3]=[C:4](/[CH:24]=[C:25]2/[C:26]([NH:31][CH3:32])=[N:27][C:28](=[O:30])[S:29]/2)[CH:5]=[CH:6][C:7]=1[O:8][CH2:9][C:10]1[CH:15]=[CH:14][C:13]([C:16]([F:19])([F:18])[F:17])=[CH:12][C:11]=1[C:20]([F:23])([F:22])[F:21].[C:33](OC(=O)C)(=[O:35])[CH3:34]. The catalyst is N1C=CC=CC=1. The product is [F:23][C:20]([F:21])([F:22])[C:11]1[CH:12]=[C:13]([C:16]([F:17])([F:18])[F:19])[CH:14]=[CH:15][C:10]=1[CH2:9][O:8][C:7]1[CH:6]=[CH:5][C:4](/[CH:24]=[C:25]2/[C:26]([NH:31][CH3:32])=[N:27][C:28](=[O:30])[S:29]/2)=[CH:3][C:2]=1[NH:1][C:33](=[O:35])[CH3:34]. The yield is 0.690. (5) The reactants are COC(=O)C1C=C(N2CCCC2=O)C=C(Br)C=1.C1CCCCC=1.[CH3:24][O:25][C:26](=[O:45])[C:27]1[CH:32]=[C:31]([N:33]2[CH2:37][CH2:36][CH2:35][C:34]2=[O:38])[CH:30]=[C:29]([CH:39]2[CH2:44][CH2:43][CH:42]=[CH:41][CH2:40]2)[CH:28]=1.COC(=O)C1C=C(N2CCCC2=O)C=C(C2CCCCC=2)C=1. No catalyst specified. The product is [CH3:24][O:25][C:26](=[O:45])[C:27]1[CH:32]=[C:31]([N:33]2[CH2:37][CH2:36][CH2:35][C:34]2=[O:38])[CH:30]=[C:29]([CH:39]2[CH2:44][CH2:43][CH2:42][CH:41]=[CH:40]2)[CH:28]=1. The yield is 0.300. (6) The reactants are [Cl:1][C:2]1[CH:7]=[CH:6][C:5]([C:8]2([OH:34])[CH2:13][CH2:12][N:11]([CH2:14][CH2:15][CH:16]=[C:17]3[C:23]4[CH:24]=[CH:25][CH:26]=[N:27][C:22]=4[CH2:21][O:20][C:19]4[CH:28]=[CH:29][C:30]([OH:32])=[CH:31][C:18]3=4)[CH2:10][CH:9]2[CH3:33])=[CH:4][CH:3]=1.[H-].[Na+].Br[CH2:38][C:39]([O:41][CH3:42])=[O:40]. The catalyst is CN(C)C=O. The product is [CH3:42][O:41][C:39](=[O:40])[CH2:38][O:32][C:30]1[CH:29]=[CH:28][C:19]2[O:20][CH2:21][C:22]3[N:27]=[CH:26][CH:25]=[CH:24][C:23]=3[C:17](=[CH:16][CH2:15][CH2:14][N:11]3[CH2:12][CH2:13][C:8]([C:5]4[CH:6]=[CH:7][C:2]([Cl:1])=[CH:3][CH:4]=4)([OH:34])[CH:9]([CH3:33])[CH2:10]3)[C:18]=2[CH:31]=1. The yield is 0.500.